The task is: Predict which catalyst facilitates the given reaction.. This data is from Catalyst prediction with 721,799 reactions and 888 catalyst types from USPTO. Reactant: [F:1][C:2]1[CH:3]=[C:4]([NH:17][CH2:18][CH2:19][N:20]([CH3:22])[CH3:21])[CH:5]=[C:6](B2OC(C)(C)C(C)(C)O2)[CH:7]=1.C([O-])([O-])=O.[K+].[K+].Br[C:30]1[C:31]([N+:37]([O-:39])=[O:38])=[C:32]([CH:34]=[CH:35][CH:36]=1)[NH2:33]. Product: [CH3:22][N:20]([CH3:21])[CH2:19][CH2:18][NH:17][C:4]1[CH:5]=[C:6]([C:30]2[CH:36]=[CH:35][CH:34]=[C:32]([NH2:33])[C:31]=2[N+:37]([O-:39])=[O:38])[CH:7]=[C:2]([F:1])[CH:3]=1. The catalyst class is: 117.